This data is from Peptide-MHC class I binding affinity with 185,985 pairs from IEDB/IMGT. The task is: Regression. Given a peptide amino acid sequence and an MHC pseudo amino acid sequence, predict their binding affinity value. This is MHC class I binding data. The peptide sequence is YPYQLMLSL. The MHC is HLA-C15:02 with pseudo-sequence HLA-C15:02. The binding affinity (normalized) is 0.297.